This data is from Forward reaction prediction with 1.9M reactions from USPTO patents (1976-2016). The task is: Predict the product of the given reaction. (1) Given the reactants [Cl:1][C:2]1[CH:7]=[CH:6][CH:5]=[CH:4][C:3]=1[C@H:8]([O:10][C:11](=[O:26])[NH:12][C:13]1[N:14]([C:19]2[CH:24]=[CH:23][C:22](Br)=[CH:21][CH:20]=2)[N:15]=[CH:16][C:17]=1[F:18])[CH3:9].[Cl:27][C:28]1[CH:29]=[C:30]([C:37]2([C:40]([OH:42])=[O:41])[CH2:39][CH2:38]2)[CH:31]=[CH:32][C:33]=1B(O)O, predict the reaction product. The product is: [Cl:27][C:28]1[CH:29]=[C:30]([C:37]2([C:40]([OH:42])=[O:41])[CH2:38][CH2:39]2)[CH:31]=[CH:32][C:33]=1[C:22]1[CH:23]=[CH:24][C:19]([N:14]2[C:13]([NH:12][C:11]([O:10][C@@H:8]([C:3]3[CH:4]=[CH:5][CH:6]=[CH:7][C:2]=3[Cl:1])[CH3:9])=[O:26])=[C:17]([F:18])[CH:16]=[N:15]2)=[CH:20][CH:21]=1. (2) Given the reactants [N:1]1[CH:6]=[CH:5][CH:4]=[C:3]([NH:7][C:8]([N:10]2[CH2:13][CH:12]([O:14][C:15]3[CH:20]=[CH:19][C:18](I)=[CH:17][N:16]=3)[CH2:11]2)=[O:9])[N:2]=1.[CH3:22][O:23][CH2:24][CH2:25][O:26][C:27]1[CH:28]=[C:29](B2OC(C)(C)C(C)(C)O2)[CH:30]=[CH:31][CH:32]=1, predict the reaction product. The product is: [N:1]1[CH:6]=[CH:5][CH:4]=[C:3]([NH:7][C:8]([N:10]2[CH2:13][CH:12]([O:14][C:15]3[CH:20]=[CH:19][C:18]([C:29]4[CH:30]=[CH:31][CH:32]=[C:27]([O:26][CH2:25][CH2:24][O:23][CH3:22])[CH:28]=4)=[CH:17][N:16]=3)[CH2:11]2)=[O:9])[N:2]=1. (3) Given the reactants [CH2:1]([O:3][CH2:4][CH:5]1[CH2:18][O:17][C:16]2[C:7](=[CH:8][C:9]3[C:10]([C:23]([F:26])([F:25])[F:24])=[CH:11][C:12]([O:19]C(C)C)=[N:13][C:14]=3[CH:15]=2)[N:6]1[CH2:27][C:28]([F:31])([F:30])[F:29])C, predict the reaction product. The product is: [CH3:1][O:3][CH2:4][CH:5]1[CH2:18][O:17][C:16]2[C:7](=[CH:8][C:9]3[C:10]([C:23]([F:24])([F:26])[F:25])=[CH:11][C:12](=[O:19])[NH:13][C:14]=3[CH:15]=2)[N:6]1[CH2:27][C:28]([F:31])([F:29])[F:30]. (4) Given the reactants [H-].[Al+3].[Li+].[H-].[H-].[H-].[CH2:18]([C:14]1[CH:21]=[CH:20][C:17]([C:18]#[N:19])=[C:16]([NH2:19])[CH:15]=1)[C:17]1[CH:20]=[CH:21][CH:14]=[CH:15][CH:16]=1.O, predict the reaction product. The product is: [NH2:19][CH2:18][C:17]1[CH:16]=[CH:15][C:14]([NH:19][CH2:18][C:17]2[CH:16]=[CH:15][CH:14]=[CH:21][CH:20]=2)=[CH:21][CH:20]=1. (5) Given the reactants [C:1]([C:5]1[N:10]=[C:9]([NH:11][C:12]2[CH:13]=[C:14]([NH:21][CH:22]([CH2:32][CH:33]([CH3:35])[CH3:34])[CH2:23][NH:24]C(=O)OC(C)(C)C)[N:15]=[N:16][C:17]=2[C:18](=[O:20])[NH2:19])[CH:8]=[CH:7][CH:6]=1)([CH3:4])([CH3:3])[CH3:2].C(O)(C(F)(F)F)=O, predict the reaction product. The product is: [NH2:24][CH2:23][CH:22]([NH:21][C:14]1[N:15]=[N:16][C:17]([C:18]([NH2:19])=[O:20])=[C:12]([NH:11][C:9]2[CH:8]=[CH:7][CH:6]=[C:5]([C:1]([CH3:3])([CH3:2])[CH3:4])[N:10]=2)[CH:13]=1)[CH2:32][CH:33]([CH3:35])[CH3:34]. (6) Given the reactants [CH2:1]([O:8][C:9]([NH:11][CH:12]1[CH2:14][C:13]1([OH:20])[C:15]([O:17]CC)=[O:16])=[O:10])[C:2]1[CH:7]=[CH:6][CH:5]=[CH:4][CH:3]=1.C([O-])([O-])=O.[K+].[K+], predict the reaction product. The product is: [CH2:1]([O:8][C:9]([NH:11][CH:12]1[CH2:14][C:13]1([OH:20])[C:15]([OH:17])=[O:16])=[O:10])[C:2]1[CH:7]=[CH:6][CH:5]=[CH:4][CH:3]=1.